From a dataset of Full USPTO retrosynthesis dataset with 1.9M reactions from patents (1976-2016). Predict the reactants needed to synthesize the given product. Given the product [CH2:2]([C:27]1[CH:28]=[CH:29][C:30](/[C:35](/[C:43]2[CH:44]=[CH:45][C:46]([C:49]([CH3:52])([CH3:51])[CH3:50])=[CH:47][CH:48]=2)=[CH:36]/[C@@H:37]2[NH:41][C:40](=[O:42])[CH2:39][CH2:38]2)=[N:31][C:32]=1[O:33][CH3:34])[C:3]1[CH:8]=[CH:7][CH:6]=[CH:5][CH:4]=1, predict the reactants needed to synthesize it. The reactants are: [Br-].[CH2:2]([Zn+])[C:3]1[CH:8]=[CH:7][CH:6]=[CH:5][CH:4]=1.O1C=CC=C1P(C1OC=CC=1)C1OC=CC=1.Br[C:27]1[CH:28]=[CH:29][C:30](/[C:35](/[C:43]2[CH:48]=[CH:47][C:46]([C:49]([CH3:52])([CH3:51])[CH3:50])=[CH:45][CH:44]=2)=[CH:36]/[C@@H:37]2[NH:41][C:40](=[O:42])[CH2:39][CH2:38]2)=[N:31][C:32]=1[O:33][CH3:34].[Cl-].[NH4+].